From a dataset of Full USPTO retrosynthesis dataset with 1.9M reactions from patents (1976-2016). Predict the reactants needed to synthesize the given product. (1) Given the product [NH2:8][C@H:9]([C:33]1[CH:38]=[CH:37][CH:36]=[C:35]([F:39])[CH:34]=1)[CH2:10][CH:11]([N:13]1[CH2:18][CH2:17][CH:16]([N:19]2[C:27]3[CH2:26][CH2:25][N:24]([C:28]([O:30][CH3:31])=[O:29])[CH2:23][C:22]=3[N:21]=[C:20]2[CH3:32])[CH2:15][CH2:14]1)[CH3:12], predict the reactants needed to synthesize it. The reactants are: C(OC([NH:8][C@H:9]([C:33]1[CH:38]=[CH:37][CH:36]=[C:35]([F:39])[CH:34]=1)[CH2:10][CH:11]([N:13]1[CH2:18][CH2:17][CH:16]([N:19]2[C:27]3[CH2:26][CH2:25][N:24]([C:28]([O:30][CH3:31])=[O:29])[CH2:23][C:22]=3[N:21]=[C:20]2[CH3:32])[CH2:15][CH2:14]1)[CH3:12])=O)(C)(C)C.Cl. (2) Given the product [OH:15][CH2:16][CH2:17][N:18]1[C:10](=[O:12])[CH2:9][C:1]([C:2]2[CH:3]=[CH:4][CH:5]=[CH:6][CH:7]=2)=[N:19]1, predict the reactants needed to synthesize it. The reactants are: [C:1]([CH2:9][C:10]([O:12]CC)=O)(=O)[C:2]1[CH:7]=[CH:6][CH:5]=[CH:4][CH:3]=1.[OH:15][CH2:16][CH2:17][NH:18][NH2:19]. (3) Given the product [Br:1][C:2]1[CH:3]=[CH:4][C:5]([C:8]2[CH:13]=[CH:12][C:11]([I:14])=[CH:10][CH:9]=2)=[CH:6][CH:7]=1, predict the reactants needed to synthesize it. The reactants are: [Br:1][C:2]1[CH:7]=[CH:6][C:5]([C:8]2[CH:13]=[CH:12][CH:11]=[CH:10][CH:9]=2)=[CH:4][CH:3]=1.[I:14](O)(=O)=O.II. (4) Given the product [Cl:1][C:2]1[CH:14]=[C:13]([Cl:15])[CH:12]=[CH:11][C:3]=1[O:4][CH:5]([CH2:9][CH2:8][OH:7])[C:6]([NH:16][C:17]1[CH:18]=[C:19]([CH2:23][CH:24]([O:30][CH:31]([CH3:33])[CH3:32])[C:25]([OH:27])=[O:26])[CH:20]=[CH:21][CH:22]=1)=[O:10], predict the reactants needed to synthesize it. The reactants are: [Cl:1][C:2]1[CH:14]=[C:13]([Cl:15])[CH:12]=[CH:11][C:3]=1[O:4][CH:5]1[CH2:9][CH2:8][O:7][C:6]1=[O:10].[NH2:16][C:17]1[CH:18]=[C:19]([CH2:23][CH:24]([O:30][CH:31]([CH3:33])[CH3:32])[C:25]([O:27]CC)=[O:26])[CH:20]=[CH:21][CH:22]=1.